From a dataset of Reaction yield outcomes from USPTO patents with 853,638 reactions. Predict the reaction yield, written as a fraction of the theoretical maximum amount of product (1.0 means a 100% yield; for example, 0.34 means a 34% yield). (1) The product is [O:2]=[C:3]1[CH2:8][CH2:7][N:6]([C:9]2[CH:14]=[CH:13][C:12]([N:15]3[CH2:19][C@H:18]([CH2:20][CH2:21][C:22]([NH2:24])=[O:23])[O:17][C:16]3=[O:25])=[CH:11][C:10]=2[F:26])[CH2:5][CH:4]1[F:27]. The yield is 0.610. The reactants are C[O:2][C:3]1(OC)[CH2:8][CH2:7][N:6]([C:9]2[CH:14]=[CH:13][C:12]([N:15]3[CH2:19][C@H:18]([CH2:20][CH2:21][C:22]([NH2:24])=[O:23])[O:17][C:16]3=[O:25])=[CH:11][C:10]=2[F:26])[CH2:5][CH:4]1[F:27].CSC.C(Cl)(=O)C. No catalyst specified. (2) The reactants are [NH2:1][C:2]1[N:7]=[C:6]([C:8]#[N:9])[CH:5]=[C:4]([O:10][CH3:11])[N:3]=1. The catalyst is CC(O)=O.[Pd]. The product is [NH2:9][CH2:8][C:6]1[CH:5]=[C:4]([O:10][CH3:11])[N:3]=[C:2]([NH2:1])[N:7]=1. The yield is 0.950. (3) The reactants are [Cl:1][CH2:2][C@H:3]([OH:7])[CH2:4][CH2:5][OH:6].[C:8]1([CH3:18])[CH:13]=[CH:12][C:11]([S:14](Cl)(=[O:16])=[O:15])=[CH:10][CH:9]=1. The catalyst is N1C(C)=CC=CC=1C. The product is [Cl:1][CH2:2][C@H:3]([OH:7])[CH2:4][CH2:5][O:6][S:14]([C:11]1[CH:12]=[CH:13][C:8]([CH3:18])=[CH:9][CH:10]=1)(=[O:16])=[O:15]. The yield is 0.708.